From a dataset of Peptide-MHC class I binding affinity with 185,985 pairs from IEDB/IMGT. Regression. Given a peptide amino acid sequence and an MHC pseudo amino acid sequence, predict their binding affinity value. This is MHC class I binding data. (1) The peptide sequence is MEFEPFQSL. The MHC is HLA-B08:03 with pseudo-sequence HLA-B08:03. The binding affinity (normalized) is 0.0847. (2) The peptide sequence is EIAQHGAWY. The MHC is HLA-B44:02 with pseudo-sequence HLA-B44:02. The binding affinity (normalized) is 0.0847. (3) The peptide sequence is PSYQLPLPM. The MHC is HLA-A29:02 with pseudo-sequence HLA-A29:02. The binding affinity (normalized) is 0.0847. (4) The peptide sequence is IFALISFLL. The MHC is HLA-A24:02 with pseudo-sequence HLA-A24:02. The binding affinity (normalized) is 0.966. (5) The peptide sequence is NAPEVAHPLV. The MHC is Mamu-A01 with pseudo-sequence Mamu-A01. The binding affinity (normalized) is 0.272. (6) The peptide sequence is YVQMALMKL. The MHC is HLA-B51:01 with pseudo-sequence HLA-B51:01. The binding affinity (normalized) is 0.